From a dataset of Forward reaction prediction with 1.9M reactions from USPTO patents (1976-2016). Predict the product of the given reaction. (1) Given the reactants CC1(C)[O:9][CH:8]2[CH:4]([C@@H:5]([CH2:19]O)[O:6][C@H:7]2[N:10]2[C:16](=[O:17])[NH:15][C:13](=[O:14])[C:12]([F:18])=[CH:11]2)[O:3]1.C1(C)C=CC(S(Cl)(=O)=O)=CC=1.[I-:33].[Na+], predict the reaction product. The product is: [I:33][CH2:19][C@H:5]1[O:6][C@@H:7]([N:10]2[CH:11]=[C:12]([F:18])[C:13](=[O:14])[NH:15][C:16]2=[O:17])[C@H:8]([OH:9])[C@@H:4]1[OH:3]. (2) Given the reactants [Cl:1][C:2]1[CH:3]=[C:4]2[C:12](=[CH:13][CH:14]=1)[NH:11][C:10]1[C:9](=O)[CH2:8][CH2:7][CH2:6][C:5]2=1.[CH3:16][O:17][C:18]1[CH:24]=[CH:23][C:21]([NH2:22])=[CH:20][CH:19]=1, predict the reaction product. The product is: [Cl:1][C:2]1[CH:3]=[C:4]2[C:12](=[CH:13][CH:14]=1)[NH:11][C:10]1[CH:9]([NH:22][C:21]3[CH:23]=[CH:24][C:18]([O:17][CH3:16])=[CH:19][CH:20]=3)[CH2:8][CH2:7][CH2:6][C:5]2=1.